Dataset: Reaction yield outcomes from USPTO patents with 853,638 reactions. Task: Predict the reaction yield, written as a fraction of the theoretical maximum amount of product (1.0 means a 100% yield; for example, 0.34 means a 34% yield). (1) The product is [F:49][C:23]1[CH:22]=[C:21]([NH:20][C:75]([NH:74][C:72](=[O:73])[CH2:71][C:65]2[CH:66]=[CH:67][CH:68]=[CH:69][CH:70]=2)=[S:76])[CH:48]=[CH:47][C:24]=1[O:25][C:26]1[CH:31]=[CH:30][N:29]=[C:28]([NH:32][C:33](=[O:46])[N:34]([CH3:45])[CH2:35][CH2:36][CH2:37][N:38]2[CH2:39][CH2:40][N:41]([CH3:44])[CH2:42][CH2:43]2)[CH:27]=1. The catalyst is C(#N)C.C(O)C.CCCCCC.C(OCC)C.C(OCC)(=O)C. The yield is 0.491. The reactants are C1(CC(Cl)=O)C=CC=CC=1.[S-]C#N.[K+].C(=O)([O-])O.[Na+].[NH2:20][C:21]1[CH:48]=[CH:47][C:24]([O:25][C:26]2[CH:31]=[CH:30][N:29]=[C:28]([NH:32][C:33](=[O:46])[N:34]([CH3:45])[CH2:35][CH2:36][CH2:37][N:38]3[CH2:43][CH2:42][N:41]([CH3:44])[CH2:40][CH2:39]3)[CH:27]=2)=[C:23]([F:49])[CH:22]=1.CC1(C)C2(CS(O)(=O)=O)C(CC1CC2)=O.[C:65]1([CH2:71][C:72]([N:74]=[C:75]=[S:76])=[O:73])[CH:70]=[CH:69][CH:68]=[CH:67][CH:66]=1. (2) The reactants are [Cl:1][C:2]1[C:3]([CH2:10][N:11]2[C:19](=[O:20])[C:18]3[C:13](=[CH:14][CH:15]=[CH:16][CH:17]=3)[C:12]2=[O:21])=[N:4][CH:5]=[C:6]([CH:8]=[CH2:9])[CH:7]=1.Br[CH:23]([C:28]1[CH:29]=[C:30]([Cl:36])[C:31]([Cl:35])=[C:32]([Cl:34])[CH:33]=1)[C:24]([F:27])([F:26])[F:25].N1C=CC=CC=1C1C=CC=CN=1. The catalyst is ClC1C=CC=CC=1Cl.Cl[Cu]. The product is [Cl:1][C:2]1[C:3]([CH2:10][N:11]2[C:19](=[O:20])[C:18]3[C:13](=[CH:14][CH:15]=[CH:16][CH:17]=3)[C:12]2=[O:21])=[N:4][CH:5]=[C:6](/[CH:8]=[CH:9]/[CH:23]([C:28]2[CH:29]=[C:30]([Cl:36])[C:31]([Cl:35])=[C:32]([Cl:34])[CH:33]=2)[C:24]([F:26])([F:25])[F:27])[CH:7]=1. The yield is 0.500.